From a dataset of Full USPTO retrosynthesis dataset with 1.9M reactions from patents (1976-2016). Predict the reactants needed to synthesize the given product. (1) Given the product [O:31]1[CH2:32][CH2:33][N:28]([C:17](=[O:18])[CH2:16][C@@H:15]([NH:14][C:5]2[CH:6]=[CH:7][C:8]([S:10]([NH2:11])(=[O:12])=[O:13])=[CH:9][C:4]=2[N+:1]([O-:3])=[O:2])[CH2:20][S:21][C:22]2[CH:27]=[CH:26][CH:25]=[CH:24][CH:23]=2)[CH2:29][CH2:30]1, predict the reactants needed to synthesize it. The reactants are: [N+:1]([C:4]1[CH:9]=[C:8]([S:10](=[O:13])(=[O:12])[NH2:11])[CH:7]=[CH:6][C:5]=1[NH:14][C@@H:15]([CH2:20][S:21][C:22]1[CH:27]=[CH:26][CH:25]=[CH:24][CH:23]=1)[CH2:16][C:17](O)=[O:18])([O-:3])=[O:2].[NH:28]1[CH2:33][CH2:32][O:31][CH2:30][CH2:29]1.Cl.C(N=C=NCCCN(C)C)C. (2) Given the product [CH3:1][CH:2]1[CH:27]2[O:28][C:26]2([CH3:29])[CH:25]([OH:30])[CH2:24][C:22](=[O:23])[N:21]([CH3:37])[C:14]2=[C:15]([Cl:20])[C:16]([O:18][CH3:19])=[CH:17][C:12](=[CH:13]2)[CH2:11][C:10]([CH3:38])=[CH:9][CH:8]=[CH:7][CH:6]([O:39][CH3:40])[C:5]2([OH:45])[NH:41][C:42]([O:44][CH:3]1[CH2:4]2)=[O:43], predict the reactants needed to synthesize it. The reactants are: [CH3:1][CH:2]1[CH:27]2[O:28][C:26]2([CH3:29])[CH:25]([O:30]C(CC(C)C)=O)[CH2:24][C:22](=[O:23])[N:21]([CH3:37])[C:14]2=[C:15]([Cl:20])[C:16]([O:18][CH3:19])=[CH:17][C:12](=[CH:13]2)[CH2:11][C:10]([CH3:38])=[CH:9][CH:8]=[CH:7][CH:6]([O:39][CH3:40])[C:5]2([OH:45])[NH:41][C:42]([O:44][CH:3]1[CH2:4]2)=[O:43].O1CCCC1.